From a dataset of Full USPTO retrosynthesis dataset with 1.9M reactions from patents (1976-2016). Predict the reactants needed to synthesize the given product. Given the product [F:29][C:26]([F:27])([F:28])[C:40]([OH:42])=[O:41].[Cl:1][C:2]1[CH:3]=[C:4]([C:34]2[CH:35]=[CH:36][C:31]([F:30])=[CH:32][CH:33]=2)[CH:5]=[C:6]([Cl:21])[C:7]=1[CH2:8][C@@H:9]1[CH2:13][CH2:12][N:11]([N:14]2[CH2:19][CH2:18][O:17][CH2:16][CH2:15]2)[C:10]1=[O:20], predict the reactants needed to synthesize it. The reactants are: [Cl:1][C:2]1[CH:3]=[C:4](OS([C:26]([F:29])([F:28])[F:27])(=O)=O)[CH:5]=[C:6]([Cl:21])[C:7]=1[CH2:8][C@@H:9]1[CH2:13][CH2:12][N:11]([N:14]2[CH2:19][CH2:18][O:17][CH2:16][CH2:15]2)[C:10]1=[O:20].[F:30][C:31]1[CH:36]=[CH:35][C:34](B(O)O)=[CH:33][CH:32]=1.[C:40](=O)([O-:42])[O-:41].[Na+].[Na+].